The task is: Predict the reactants needed to synthesize the given product.. This data is from Full USPTO retrosynthesis dataset with 1.9M reactions from patents (1976-2016). (1) Given the product [Br:10][CH:5]1[C:6](=[O:8])[CH2:7][CH:2]([CH3:1])[CH2:3][C:4]1=[O:9], predict the reactants needed to synthesize it. The reactants are: [CH3:1][CH:2]1[CH2:7][C:6](=[O:8])[CH2:5][C:4](=[O:9])[CH2:3]1.[Br:10]Br. (2) Given the product [I:30][C:2]1[CH:7]=[CH:6][N:5]=[C:4]2[NH:8][C:9]([C:11]3[CH:16]=[CH:15][C:14]([CH2:17][N:18]4[CH2:23][CH2:22][O:21][CH2:20][CH2:19]4)=[CH:13][CH:12]=3)=[N:10][C:3]=12, predict the reactants needed to synthesize it. The reactants are: Cl[C:2]1[CH:7]=[CH:6][N:5]=[C:4]2[NH:8][C:9]([C:11]3[CH:16]=[CH:15][C:14]([CH2:17][N:18]4[CH2:23][CH2:22][O:21][CH2:20][CH2:19]4)=[CH:13][CH:12]=3)=[N:10][C:3]=12.Cl.CCOCC.[I-:30].[Na+].